From a dataset of Peptide-MHC class II binding affinity with 134,281 pairs from IEDB. Regression. Given a peptide amino acid sequence and an MHC pseudo amino acid sequence, predict their binding affinity value. This is MHC class II binding data. (1) The peptide sequence is YDKFCANVSTVLTGK. The MHC is DRB1_1001 with pseudo-sequence DRB1_1001. The binding affinity (normalized) is 0.550. (2) The peptide sequence is YPFIEQEGPEFFDQE. The MHC is HLA-DQA10501-DQB10201 with pseudo-sequence HLA-DQA10501-DQB10201. The binding affinity (normalized) is 0.784. (3) The peptide sequence is YDKFLANVSTVLTGS. The MHC is DRB1_1001 with pseudo-sequence DRB1_1001. The binding affinity (normalized) is 0.711. (4) The peptide sequence is RSLWIIFSKNLNIKL. The MHC is DRB1_0101 with pseudo-sequence DRB1_0101. The binding affinity (normalized) is 0.554.